Dataset: Full USPTO retrosynthesis dataset with 1.9M reactions from patents (1976-2016). Task: Predict the reactants needed to synthesize the given product. Given the product [C:35]([NH:1][CH2:2][CH2:3][O:4][C:5]1[CH:10]=[CH:9][C:8]([NH:11][C:12](=[O:21])[C:13]2[CH:18]=[CH:17][CH:16]=[C:15]([O:19][CH3:20])[CH:14]=2)=[CH:7][C:6]=1[C:22]1[N:26]([CH3:27])[N:25]=[CH:24][CH:23]=1)(=[O:41])[CH2:36][CH2:37][CH2:38][CH2:39][CH3:40], predict the reactants needed to synthesize it. The reactants are: [NH2:1][CH2:2][CH2:3][O:4][C:5]1[CH:10]=[CH:9][C:8]([NH:11][C:12](=[O:21])[C:13]2[CH:18]=[CH:17][CH:16]=[C:15]([O:19][CH3:20])[CH:14]=2)=[CH:7][C:6]=1[C:22]1[N:26]([CH3:27])[N:25]=[CH:24][CH:23]=1.C(N(CC)CC)C.[C:35](Cl)(=[O:41])[CH2:36][CH2:37][CH2:38][CH2:39][CH3:40].